Predict the reaction yield, written as a fraction of the theoretical maximum amount of product (1.0 means a 100% yield; for example, 0.34 means a 34% yield). From a dataset of Reaction yield outcomes from USPTO patents with 853,638 reactions. (1) The reactants are [CH2:1]([CH:7]([CH2:14][CH2:15][CH2:16][CH2:17][CH2:18][CH2:19][CH2:20][CH3:21])[CH2:8][C:9]1[CH:13]=[CH:12][S:11][CH:10]=1)[CH2:2][CH2:3][CH2:4][CH2:5][CH3:6].[Br:22]N1C(=O)CCC1=O. The catalyst is O1CCCC1. The product is [Br:22][C:10]1[S:11][CH:12]=[CH:13][C:9]=1[CH2:8][CH:7]([CH2:1][CH2:2][CH2:3][CH2:4][CH2:5][CH3:6])[CH2:14][CH2:15][CH2:16][CH2:17][CH2:18][CH2:19][CH2:20][CH3:21]. The yield is 0.950. (2) The product is [C:1]1([S:7]([N:11]2[C:19]3[C:14](=[CH:15][CH:16]=[CH:17][CH:18]=3)[CH2:13][CH2:12]2)(=[O:9])=[O:8])[CH:6]=[CH:5][CH:4]=[CH:3][CH:2]=1. The reactants are [C:1]1([S:7](Cl)(=[O:9])=[O:8])[CH:6]=[CH:5][CH:4]=[CH:3][CH:2]=1.[NH:11]1[C:19]2[C:14](=[CH:15][CH:16]=[CH:17][CH:18]=2)[CH2:13][CH2:12]1.CCN(CC)CC. The yield is 0.960. The catalyst is CN(C1C=CN=CC=1)C.C(Cl)Cl. (3) The yield is 0.760. The catalyst is O1CCOCC1.O.C1C=CC(/C=C/C(/C=C/C2C=CC=CC=2)=O)=CC=1.C1C=CC(/C=C/C(/C=C/C2C=CC=CC=2)=O)=CC=1.[Pd]. The reactants are Br[C:2]1[CH:7]=[CH:6][C:5]([OH:8])=[C:4]([F:9])[CH:3]=1.C(N(C(C)C)CC)(C)C.CC1(C)C2C=CC=C(P(C3C=CC=CC=3)C3C=CC=CC=3)C=2OC2C1=CC=CC=2P(C1C=CC=CC=1)C1C=CC=CC=1.[SH:61][CH2:62][CH2:63][OH:64]. The product is [F:9][C:4]1[CH:3]=[C:2]([S:61][CH2:62][CH2:63][OH:64])[CH:7]=[CH:6][C:5]=1[OH:8]. (4) The reactants are [C:1]([Si:5]([O:18][CH2:19][C@H:20]1[O:27][CH:26]2[C@:22]([CH3:30])([O:23][C:24]([CH3:29])([CH3:28])[O:25]2)[C@H:21]1I)([C:12]1[CH:17]=[CH:16][CH:15]=[CH:14][CH:13]=1)[C:6]1[CH:11]=[CH:10][CH:9]=[CH:8][CH:7]=1)([CH3:4])([CH3:3])[CH3:2].CCCC[SnH](CCCC)CCCC.CC(N=NC(C#N)(C)C)(C#N)C.[OH-].[Na+]. The catalyst is C1(C)C=CC=CC=1. The product is [C:1]([Si:5]([C:12]1[CH:17]=[CH:16][CH:15]=[CH:14][CH:13]=1)([C:6]1[CH:11]=[CH:10][CH:9]=[CH:8][CH:7]=1)[O:18][CH2:19][C@H:20]1[O:27][CH:26]2[C@:22]([CH3:30])([O:23][C:24]([CH3:29])([CH3:28])[O:25]2)[CH2:21]1)([CH3:2])([CH3:3])[CH3:4]. The yield is 0.860. (5) The reactants are [F:1][C:2]([F:21])([F:20])[C:3]1[CH:12]=[CH:11][C:10]2[C:5](=[CH:6][CH:7]=[C:8]([C:13]([O:15]C(C)(C)C)=[O:14])[CH:9]=2)[N:4]=1.FC(F)(F)C(O)=O. The catalyst is ClCCl. The product is [F:21][C:2]([F:1])([F:20])[C:3]1[CH:12]=[CH:11][C:10]2[C:5](=[CH:6][CH:7]=[C:8]([C:13]([OH:15])=[O:14])[CH:9]=2)[N:4]=1. The yield is 0.980. (6) The reactants are [Br:1][C:2]1[CH:10]=[CH:9][CH:8]=[C:7]2[C:3]=1[C:4]([CH:11]=[O:12])=[CH:5][NH:6]2.[H-].[Na+].[Cl:15][CH2:16][CH2:17]I.C(OCC)(=O)C. The catalyst is CN(C)C=O. The product is [Br:1][C:2]1[CH:10]=[CH:9][CH:8]=[C:7]2[C:3]=1[C:4]([CH:11]=[O:12])=[CH:5][N:6]2[CH2:17][CH2:16][Cl:15]. The yield is 0.380. (7) The reactants are [C:1]12([CH2:11][NH2:12])[CH2:10][CH:5]3[CH2:6][CH:7]([CH2:9][CH:3]([CH2:4]3)[CH2:2]1)[CH2:8]2.[OH:13][C@@H:14]([C:18]1[CH:23]=[CH:22][CH:21]=[CH:20][CH:19]=1)[C:15](O)=[O:16].CCN=C=NCCCN(C)C.C1C=CC2N(O)N=NC=2C=1.CCN(C(C)C)C(C)C. The catalyst is C(Cl)Cl. The product is [C:1]12([CH2:11][NH:12][C:15](=[O:16])[C@@H:14]([OH:13])[C:18]3[CH:23]=[CH:22][CH:21]=[CH:20][CH:19]=3)[CH2:8][CH:7]3[CH2:6][CH:5]([CH2:4][CH:3]([CH2:9]3)[CH2:2]1)[CH2:10]2. The yield is 0.470.